Predict the reaction yield, written as a fraction of the theoretical maximum amount of product (1.0 means a 100% yield; for example, 0.34 means a 34% yield). From a dataset of Reaction yield outcomes from USPTO patents with 853,638 reactions. (1) The reactants are [CH2:1]([O:3][C:4]([C:6]1[CH:10]=[C:9]([O:11][CH:12]2[CH2:17][CH2:16][CH2:15][CH2:14][C:13]2=O)[NH:8][N:7]=1)=[O:5])[CH3:2].CS(O)(=O)=O. The catalyst is C(O)(=O)C.C1(C)C=CC=CC=1. The product is [N:7]1[N:8]2[C:9]([O:11][C:12]3[CH2:17][CH2:16][CH2:15][CH2:14][C:13]=32)=[CH:10][C:6]=1[C:4]([O:3][CH2:1][CH3:2])=[O:5]. The yield is 0.590. (2) The reactants are [Br:1][C:2]1[CH:3]=[C:4]([CH:8]([N:12]2[CH:16]=[C:15]([C:17]3[C:18]4[CH:25]=[CH:24][N:23](COCC[Si](C)(C)C)[C:19]=4[N:20]=[CH:21][N:22]=3)[CH:14]=[N:13]2)[CH2:9][C:10]#[N:11])[CH:5]=[N:6][CH:7]=1.C(Cl)Cl.C(O)(C(F)(F)F)=O.CO.C(N)CN. No catalyst specified. The product is [Br:1][C:2]1[CH:3]=[C:4]([CH:8]([N:12]2[CH:16]=[C:15]([C:17]3[C:18]4[CH:25]=[CH:24][NH:23][C:19]=4[N:20]=[CH:21][N:22]=3)[CH:14]=[N:13]2)[CH2:9][C:10]#[N:11])[CH:5]=[N:6][CH:7]=1. The yield is 0.714.